This data is from Reaction yield outcomes from USPTO patents with 853,638 reactions. The task is: Predict the reaction yield, written as a fraction of the theoretical maximum amount of product (1.0 means a 100% yield; for example, 0.34 means a 34% yield). (1) The reactants are N[C:2]([C:7]1[CH:12]=[CH:11][CH:10]=[C:9]([Br:13])[CH:8]=1)([CH3:6])[C:3]([OH:5])=[O:4].O1CCOCC1.[CH3:20][C:21]([O:24][C:25](O[C:25]([O:24][C:21]([CH3:23])([CH3:22])[CH3:20])=[O:26])=[O:26])([CH3:23])[CH3:22]. The catalyst is [OH-].[K+]. The product is [Br:13][C:9]1[CH:8]=[C:7]([C:2]([C:25]([O:24][C:21]([CH3:23])([CH3:22])[CH3:20])=[O:26])([CH3:6])[C:3]([OH:5])=[O:4])[CH:12]=[CH:11][CH:10]=1. The yield is 0.790. (2) The reactants are [C:1]([C:5]1[O:9][N:8]=[C:7]([NH:10][C:11]([NH:13][C:14]2[CH:19]=[CH:18][CH:17]=[C:16]([O:20][C:21]3[C:30]4[C:25](=[CH:26][C:27]([OH:33])=[C:28]([O:31][CH3:32])[CH:29]=4)[N:24]=[CH:23][N:22]=3)[CH:15]=2)=[O:12])[CH:6]=1)([CH3:4])([CH3:3])[CH3:2].O[C@H:35]1[CH2:39][CH2:38][N:37]([C:40]([O:42][C:43]([CH3:46])([CH3:45])[CH3:44])=[O:41])[CH2:36]1.C1C=CC(P(C2C=CC=CC=2)C2C=CC=CC=2)=CC=1.N(C(OC(C)(C)C)=O)=NC(OC(C)(C)C)=O. The catalyst is C1COCC1. The product is [C:1]([C:5]1[O:9][N:8]=[C:7]([NH:10][C:11](=[O:12])[NH:13][C:14]2[CH:15]=[C:16]([CH:17]=[CH:18][CH:19]=2)[O:20][C:21]2[C:30]3[C:25](=[CH:26][C:27]([O:33][C@H:39]4[CH2:35][CH2:36][N:37]([C:40]([O:42][C:43]([CH3:46])([CH3:45])[CH3:44])=[O:41])[CH2:38]4)=[C:28]([O:31][CH3:32])[CH:29]=3)[N:24]=[CH:23][N:22]=2)[CH:6]=1)([CH3:4])([CH3:2])[CH3:3]. The yield is 0.980.